The task is: Predict which catalyst facilitates the given reaction.. This data is from Catalyst prediction with 721,799 reactions and 888 catalyst types from USPTO. (1) Reactant: C([O:3][C:4](=[O:27])[CH:5]([O:24][CH2:25][CH3:26])[CH2:6][C:7]1[CH:12]=[CH:11][C:10]([O:13][CH2:14][CH2:15][NH:16][CH2:17][CH2:18][CH2:19][CH2:20][CH2:21][CH2:22][CH3:23])=[CH:9][CH:8]=1)C.[CH3:28][O:29][C:30]1[CH:35]=[C:34]([O:36][CH3:37])[CH:33]=[CH:32][C:31]=1[N:38]=[C:39]=[O:40]. Product: [CH3:28][O:29][C:30]1[CH:35]=[C:34]([O:36][CH3:37])[CH:33]=[CH:32][C:31]=1[NH:38][C:39](=[O:40])[N:16]([CH2:15][CH2:14][O:13][C:10]1[CH:9]=[CH:8][C:7]([CH2:6][CH:5]([O:24][CH2:25][CH3:26])[C:4]([OH:3])=[O:27])=[CH:12][CH:11]=1)[CH2:17][CH2:18][CH2:19][CH2:20][CH2:21][CH2:22][CH3:23]. The catalyst class is: 2. (2) Reactant: [Cl:1][C:2]1[C:7]([F:8])=[C:6]([O:9][CH3:10])[CH:5]=[CH:4][C:3]=1[CH:11]([NH:19][C:20]1[CH:29]=[C:28]([F:30])[CH:27]=[C:26]2[C:21]=1[CH:22]=[CH:23][C:24](=[O:31])[NH:25]2)[C:12]1([C:15]([F:18])([F:17])[F:16])[CH2:14][O:13]1.[C:32](=O)([O-])[O-:33].[Cs+].[Cs+].O. Product: [Cl:1][C:2]1[C:7]([F:8])=[C:6]([O:9][CH3:10])[CH:5]=[CH:4][C:3]=1[CH:11]([NH:19][C:20]1[CH:29]=[C:28]([F:30])[CH:27]=[C:26]2[C:21]=1[CH:22]=[CH:23][C:24](=[O:31])[NH:25]2)[C:12]([OH:13])([CH2:14][O:33][CH3:32])[C:15]([F:17])([F:16])[F:18]. The catalyst class is: 5. (3) Reactant: [Br:1][C:2]1[CH:7]=[C:6]([CH2:8]Cl)[CH:5]=[CH:4][C:3]=1[O:10][CH2:11][C:12]([F:15])([F:14])[F:13].[Na+].[I-].[CH3:18][CH2:19][SH:20].O. Product: [Br:1][C:2]1[CH:7]=[C:6]([CH2:8][S:20][CH2:19][CH3:18])[CH:5]=[CH:4][C:3]=1[O:10][CH2:11][C:12]([F:15])([F:14])[F:13]. The catalyst class is: 2.